Task: Regression. Given two drug SMILES strings and cell line genomic features, predict the synergy score measuring deviation from expected non-interaction effect.. Dataset: NCI-60 drug combinations with 297,098 pairs across 59 cell lines (1) Drug 1: CCC(=C(C1=CC=CC=C1)C2=CC=C(C=C2)OCCN(C)C)C3=CC=CC=C3.C(C(=O)O)C(CC(=O)O)(C(=O)O)O. Drug 2: CCC1=C2CN3C(=CC4=C(C3=O)COC(=O)C4(CC)O)C2=NC5=C1C=C(C=C5)O. Cell line: SF-295. Synergy scores: CSS=27.4, Synergy_ZIP=2.44, Synergy_Bliss=2.45, Synergy_Loewe=-31.3, Synergy_HSA=2.70. (2) Synergy scores: CSS=20.7, Synergy_ZIP=-1.78, Synergy_Bliss=1.00, Synergy_Loewe=-17.1, Synergy_HSA=-3.01. Drug 1: COC1=NC(=NC2=C1N=CN2C3C(C(C(O3)CO)O)O)N. Drug 2: CN(CCCl)CCCl.Cl. Cell line: HOP-92. (3) Drug 1: CN1CCC(CC1)COC2=C(C=C3C(=C2)N=CN=C3NC4=C(C=C(C=C4)Br)F)OC. Drug 2: CCC(=C(C1=CC=CC=C1)C2=CC=C(C=C2)OCCN(C)C)C3=CC=CC=C3.C(C(=O)O)C(CC(=O)O)(C(=O)O)O. Cell line: SW-620. Synergy scores: CSS=0.609, Synergy_ZIP=0.324, Synergy_Bliss=1.03, Synergy_Loewe=-3.31, Synergy_HSA=-2.84. (4) Drug 2: C1=NC2=C(N1)C(=S)N=CN2. Synergy scores: CSS=22.5, Synergy_ZIP=-5.56, Synergy_Bliss=-1.89, Synergy_Loewe=-16.1, Synergy_HSA=-0.811. Drug 1: CN1C(=O)N2C=NC(=C2N=N1)C(=O)N. Cell line: OVCAR-5. (5) Drug 1: C1CN1C2=NC(=NC(=N2)N3CC3)N4CC4. Drug 2: CN(C)N=NC1=C(NC=N1)C(=O)N. Cell line: 786-0. Synergy scores: CSS=28.9, Synergy_ZIP=0.00300, Synergy_Bliss=0.656, Synergy_Loewe=-2.64, Synergy_HSA=2.73.